From a dataset of Peptide-MHC class II binding affinity with 134,281 pairs from IEDB. Regression. Given a peptide amino acid sequence and an MHC pseudo amino acid sequence, predict their binding affinity value. This is MHC class II binding data. (1) The peptide sequence is RVAYGKCDSAGRSRR. The MHC is HLA-DQA10501-DQB10402 with pseudo-sequence HLA-DQA10501-DQB10402. The binding affinity (normalized) is 0. (2) The peptide sequence is ITAMSEVQKVSQPAT. The MHC is DRB1_1101 with pseudo-sequence DRB1_1101. The binding affinity (normalized) is 0.386. (3) The peptide sequence is AADHAAPEDKYEAFV. The MHC is DRB5_0101 with pseudo-sequence DRB5_0101. The binding affinity (normalized) is 0.0531. (4) The peptide sequence is AFKVAAHAANAAPAN. The MHC is DRB1_0701 with pseudo-sequence DRB1_0701. The binding affinity (normalized) is 0.571. (5) The peptide sequence is EKKYFCATQFEPLAA. The MHC is HLA-DQA10401-DQB10402 with pseudo-sequence HLA-DQA10401-DQB10402. The binding affinity (normalized) is 0.330.